Task: Regression. Given two drug SMILES strings and cell line genomic features, predict the synergy score measuring deviation from expected non-interaction effect.. Dataset: NCI-60 drug combinations with 297,098 pairs across 59 cell lines (1) Drug 1: CCC1(CC2CC(C3=C(CCN(C2)C1)C4=CC=CC=C4N3)(C5=C(C=C6C(=C5)C78CCN9C7C(C=CC9)(C(C(C8N6C)(C(=O)OC)O)OC(=O)C)CC)OC)C(=O)OC)O.OS(=O)(=O)O. Drug 2: CC1CCC2CC(C(=CC=CC=CC(CC(C(=O)C(C(C(=CC(C(=O)CC(OC(=O)C3CCCCN3C(=O)C(=O)C1(O2)O)C(C)CC4CCC(C(C4)OC)O)C)C)O)OC)C)C)C)OC. Cell line: UACC-257. Synergy scores: CSS=-0.215, Synergy_ZIP=1.01, Synergy_Bliss=0.265, Synergy_Loewe=-0.911, Synergy_HSA=-1.27. (2) Drug 1: CC(CN1CC(=O)NC(=O)C1)N2CC(=O)NC(=O)C2. Drug 2: CCN(CC)CCNC(=O)C1=C(NC(=C1C)C=C2C3=C(C=CC(=C3)F)NC2=O)C. Cell line: NCI-H322M. Synergy scores: CSS=0.779, Synergy_ZIP=-0.215, Synergy_Bliss=0.387, Synergy_Loewe=-1.54, Synergy_HSA=-1.54.